This data is from Peptide-MHC class II binding affinity with 134,281 pairs from IEDB. The task is: Regression. Given a peptide amino acid sequence and an MHC pseudo amino acid sequence, predict their binding affinity value. This is MHC class II binding data. (1) The peptide sequence is DCRTAFKPVLVDEGR. The MHC is DRB1_0701 with pseudo-sequence DRB1_0701. The binding affinity (normalized) is 0.553. (2) The peptide sequence is HVSCRVKLSALTLKG. The MHC is DRB5_0101 with pseudo-sequence DRB5_0101. The binding affinity (normalized) is 0.744. (3) The peptide sequence is DEELLKAVRIIKILYQSNP. The MHC is H-2-IAd with pseudo-sequence H-2-IAd. The binding affinity (normalized) is 0.678. (4) The peptide sequence is NGSMRVFVDVIRALD. The MHC is HLA-DPA10301-DPB10402 with pseudo-sequence HLA-DPA10301-DPB10402. The binding affinity (normalized) is 0.510. (5) The peptide sequence is YNYMEPYVSKNPRQA. The MHC is DRB1_0901 with pseudo-sequence DRB1_0901. The binding affinity (normalized) is 0.283. (6) The MHC is DRB1_0101 with pseudo-sequence DRB1_0101. The binding affinity (normalized) is 0.196. The peptide sequence is IGRFVAEFKSRFFVW. (7) The peptide sequence is MEYLGHNAAGQWLEF. The MHC is DRB1_1101 with pseudo-sequence DRB1_1101. The binding affinity (normalized) is 0.471. (8) The peptide sequence is PGVDYTITVYAVTDG. The MHC is DRB1_0401 with pseudo-sequence DRB1_0401. The binding affinity (normalized) is 0.248. (9) The binding affinity (normalized) is 0.0854. The MHC is HLA-DPA10201-DPB11401 with pseudo-sequence HLA-DPA10201-DPB11401. The peptide sequence is AQLGYTIRQLERLLQ.